Predict the reaction yield, written as a fraction of the theoretical maximum amount of product (1.0 means a 100% yield; for example, 0.34 means a 34% yield). From a dataset of Reaction yield outcomes from USPTO patents with 853,638 reactions. (1) The reactants are [ClH:1].C([N:9]1[CH2:14][CH2:13][CH:12]=[C:11]([C:15]2[CH:30]=[CH:29][C:18]([O:19][C:20]3[CH:28]=[CH:27][C:23]([C:24]([NH2:26])=[O:25])=[CH:22][N:21]=3)=[CH:17][CH:16]=2)[CH2:10]1)C1C=CC=CC=1. The catalyst is [Pd].CO. The product is [ClH:1].[NH:9]1[CH2:14][CH2:13][CH2:12][CH:11]([C:15]2[CH:16]=[CH:17][C:18]([O:19][C:20]3[CH:28]=[CH:27][C:23]([C:24]([NH2:26])=[O:25])=[CH:22][N:21]=3)=[CH:29][CH:30]=2)[CH2:10]1. The yield is 0.390. (2) The reactants are [NH:1]1[CH2:5][CH2:4][C@H:3]([NH:6][C:7](=[O:13])[O:8][C:9]([CH3:12])([CH3:11])[CH3:10])[CH2:2]1.Cl[C:15]1[C:16]2[N:17]([CH:21]=[CH:22][CH:23]=2)[CH:18]=[CH:19][N:20]=1. The catalyst is CCN(C(C)C)C(C)C.F[B-](F)(F)F.C([N+]1C=CN(C)C=1)CCC. The product is [C:15]1([N:1]2[CH2:5][CH2:4][C@H:3]([NH:6][C:7](=[O:13])[O:8][C:9]([CH3:10])([CH3:12])[CH3:11])[CH2:2]2)[C:16]2[N:17]([CH:21]=[CH:22][CH:23]=2)[CH:18]=[CH:19][N:20]=1. The yield is 0.590. (3) The reactants are Cl[CH2:2][CH2:3][NH:4][C:5]([NH:7][C:8]1[CH:13]=[CH:12][C:11]([C:14]#[C:15][C:16]2[N:17]([CH2:29][CH3:30])[C:18]3[C:23]([C:24]=2[C:25]#[N:26])=[CH:22][CH:21]=[C:20]([O:27][CH3:28])[CH:19]=3)=[CH:10][CH:9]=1)=[O:6].C([O-])([O-])=O.[K+].[K+].CN(C=O)C. The catalyst is CCOC(C)=O. The product is [CH2:29]([N:17]1[C:18]2[C:23](=[CH:22][CH:21]=[C:20]([O:27][CH3:28])[CH:19]=2)[C:24]([C:25]#[N:26])=[C:16]1[C:15]#[C:14][C:11]1[CH:12]=[CH:13][C:8]([N:7]2[CH2:2][CH2:3][NH:4][C:5]2=[O:6])=[CH:9][CH:10]=1)[CH3:30]. The yield is 0.940. (4) The reactants are CS(O[CH2:6][CH2:7][N:8]1[CH:12]=[C:11]([C:13]2[CH:18]=[C:17]([C:19]([O:21]C)=[O:20])[CH:16]=[CH:15][N:14]=2)[N:10]=[CH:9]1)(=O)=O.[CH2:23]([C:25]1[CH:32]=[CH:31][CH:30]=[CH:29][C:26]=1[CH2:27][NH2:28])[CH3:24]. No catalyst specified. The product is [CH2:23]([C:25]1[CH:32]=[CH:31][CH:30]=[CH:29][C:26]=1[CH2:27][NH:28][CH2:6][CH2:7][N:8]1[CH:12]=[C:11]([C:13]2[CH:18]=[C:17]([C:19]([OH:21])=[O:20])[CH:16]=[CH:15][N:14]=2)[N:10]=[CH:9]1)[CH3:24]. The yield is 0.870. (5) The reactants are [H-].[Na+].[Cl:3][C:4]1[C:12]2[NH:11][C:10]3[CH2:13][CH2:14][N:15]([C:18]([O:20][C:21]([CH3:24])([CH3:23])[CH3:22])=[O:19])[CH2:16][CH2:17][C:9]=3[C:8]=2[C:7]([Cl:25])=[CH:6][CH:5]=1.Br[CH2:27][CH2:28][O:29][C:30]1[CH:35]=[CH:34][CH:33]=[CH:32][CH:31]=1. The catalyst is CN(C=O)C. The product is [Cl:3][C:4]1[C:12]2[N:11]([CH2:27][CH2:28][O:29][C:30]3[CH:35]=[CH:34][CH:33]=[CH:32][CH:31]=3)[C:10]3[CH2:13][CH2:14][N:15]([C:18]([O:20][C:21]([CH3:22])([CH3:24])[CH3:23])=[O:19])[CH2:16][CH2:17][C:9]=3[C:8]=2[C:7]([Cl:25])=[CH:6][CH:5]=1. The yield is 0.790. (6) The reactants are Cl.[CH3:2][O:3][C:4]1[C:9]([C:10](Cl)=[O:11])=[C:8]([CH3:13])[N:7]=[C:6]([O:14][CH3:15])[CH:5]=1.[OH-].[NH4+:17]. The catalyst is ClCCl. The product is [CH3:2][O:3][C:4]1[C:9]([C:10]([NH2:17])=[O:11])=[C:8]([CH3:13])[N:7]=[C:6]([O:14][CH3:15])[CH:5]=1. The yield is 0.520.